Dataset: Peptide-MHC class I binding affinity with 185,985 pairs from IEDB/IMGT. Task: Regression. Given a peptide amino acid sequence and an MHC pseudo amino acid sequence, predict their binding affinity value. This is MHC class I binding data. The peptide sequence is HNDEIMRMCHE. The MHC is H-2-Db with pseudo-sequence H-2-Db. The binding affinity (normalized) is 0.